Task: Regression. Given two drug SMILES strings and cell line genomic features, predict the synergy score measuring deviation from expected non-interaction effect.. Dataset: NCI-60 drug combinations with 297,098 pairs across 59 cell lines (1) Drug 1: CC1=C(C=C(C=C1)NC(=O)C2=CC=C(C=C2)CN3CCN(CC3)C)NC4=NC=CC(=N4)C5=CN=CC=C5. Drug 2: CCCCC(=O)OCC(=O)C1(CC(C2=C(C1)C(=C3C(=C2O)C(=O)C4=C(C3=O)C=CC=C4OC)O)OC5CC(C(C(O5)C)O)NC(=O)C(F)(F)F)O. Cell line: OVCAR-4. Synergy scores: CSS=15.4, Synergy_ZIP=-3.71, Synergy_Bliss=1.67, Synergy_Loewe=-11.1, Synergy_HSA=-1.24. (2) Drug 1: CN1C2=C(C=C(C=C2)N(CCCl)CCCl)N=C1CCCC(=O)O.Cl. Drug 2: C1CN(P(=O)(OC1)NCCCl)CCCl. Cell line: CCRF-CEM. Synergy scores: CSS=-4.19, Synergy_ZIP=2.60, Synergy_Bliss=2.47, Synergy_Loewe=-3.78, Synergy_HSA=-3.51. (3) Drug 1: C1=CC(=CC=C1C#N)C(C2=CC=C(C=C2)C#N)N3C=NC=N3. Drug 2: CS(=O)(=O)OCCCCOS(=O)(=O)C. Cell line: SK-MEL-2. Synergy scores: CSS=22.5, Synergy_ZIP=3.10, Synergy_Bliss=-2.60, Synergy_Loewe=10.6, Synergy_HSA=2.72. (4) Drug 1: CCC1(CC2CC(C3=C(CCN(C2)C1)C4=CC=CC=C4N3)(C5=C(C=C6C(=C5)C78CCN9C7C(C=CC9)(C(C(C8N6C=O)(C(=O)OC)O)OC(=O)C)CC)OC)C(=O)OC)O.OS(=O)(=O)O. Drug 2: CN1C2=C(C=C(C=C2)N(CCCl)CCCl)N=C1CCCC(=O)O.Cl. Cell line: NCI-H460. Synergy scores: CSS=-2.17, Synergy_ZIP=1.10, Synergy_Bliss=0.0812, Synergy_Loewe=-3.30, Synergy_HSA=-3.99. (5) Drug 1: C1=CC(=C2C(=C1NCCNCCO)C(=O)C3=C(C=CC(=C3C2=O)O)O)NCCNCCO. Drug 2: C1CCC(C(C1)N)N.C(=O)(C(=O)[O-])[O-].[Pt+4]. Cell line: HS 578T. Synergy scores: CSS=17.8, Synergy_ZIP=-0.734, Synergy_Bliss=-3.60, Synergy_Loewe=-19.8, Synergy_HSA=-3.38. (6) Drug 1: C1=NC2=C(N=C(N=C2N1C3C(C(C(O3)CO)O)F)Cl)N. Drug 2: CC1=C2C(C(=O)C3(C(CC4C(C3C(C(C2(C)C)(CC1OC(=O)C(C(C5=CC=CC=C5)NC(=O)OC(C)(C)C)O)O)OC(=O)C6=CC=CC=C6)(CO4)OC(=O)C)O)C)O. Cell line: SW-620. Synergy scores: CSS=5.48, Synergy_ZIP=-0.809, Synergy_Bliss=2.09, Synergy_Loewe=1.18, Synergy_HSA=1.50. (7) Drug 1: C1=NC2=C(N1)C(=S)N=CN2. Drug 2: CC12CCC3C(C1CCC2OP(=O)(O)O)CCC4=C3C=CC(=C4)OC(=O)N(CCCl)CCCl.[Na+]. Cell line: SK-MEL-5. Synergy scores: CSS=47.4, Synergy_ZIP=-4.87, Synergy_Bliss=-2.78, Synergy_Loewe=0.352, Synergy_HSA=1.15. (8) Synergy scores: CSS=45.7, Synergy_ZIP=8.82, Synergy_Bliss=9.43, Synergy_Loewe=-8.27, Synergy_HSA=5.96. Drug 1: C1CCC(CC1)NC(=O)N(CCCl)N=O. Cell line: RPMI-8226. Drug 2: COC1=NC(=NC2=C1N=CN2C3C(C(C(O3)CO)O)O)N. (9) Drug 1: C1C(C(OC1N2C=C(C(=O)NC2=O)F)CO)O. Drug 2: CCC1(CC2CC(C3=C(CCN(C2)C1)C4=CC=CC=C4N3)(C5=C(C=C6C(=C5)C78CCN9C7C(C=CC9)(C(C(C8N6C)(C(=O)OC)O)OC(=O)C)CC)OC)C(=O)OC)O.OS(=O)(=O)O. Cell line: RPMI-8226. Synergy scores: CSS=44.4, Synergy_ZIP=4.51, Synergy_Bliss=5.07, Synergy_Loewe=-0.819, Synergy_HSA=3.75. (10) Drug 1: CCC1(CC2CC(C3=C(CCN(C2)C1)C4=CC=CC=C4N3)(C5=C(C=C6C(=C5)C78CCN9C7C(C=CC9)(C(C(C8N6C)(C(=O)OC)O)OC(=O)C)CC)OC)C(=O)OC)O. Drug 2: C1=CC(=C(C=C1I)F)NC2=C(C=CC(=C2F)F)C(=O)NOCC(CO)O. Cell line: HCT116. Synergy scores: CSS=75.9, Synergy_ZIP=-5.11, Synergy_Bliss=-4.17, Synergy_Loewe=-1.41, Synergy_HSA=1.93.